Dataset: Full USPTO retrosynthesis dataset with 1.9M reactions from patents (1976-2016). Task: Predict the reactants needed to synthesize the given product. (1) Given the product [O:1]([C:8]1[C:13]([NH:14][CH2:18][C:17]2[CH:20]=[CH:21][CH:22]=[CH:23][C:16]=2[OH:15])=[CH:12][CH:11]=[CH:10][N:9]=1)[C:2]1[CH:7]=[CH:6][CH:5]=[CH:4][CH:3]=1, predict the reactants needed to synthesize it. The reactants are: [O:1]([C:8]1[C:13]([NH2:14])=[CH:12][CH:11]=[CH:10][N:9]=1)[C:2]1[CH:7]=[CH:6][CH:5]=[CH:4][CH:3]=1.[OH:15][C:16]1[CH:23]=[CH:22][CH:21]=[CH:20][C:17]=1[CH:18]=O.C1(C)C=CC=CC=1.[BH4-].[Na+]. (2) Given the product [CH3:15][C:10]1[CH:9]=[C:8]([NH:7][C:5]([C:4]2[CH:16]=[CH:17][C:18]3[N:19]=[C:23]([C:22]4[CH:25]=[CH:26][CH:27]=[C:28]([CH3:29])[C:21]=4[CH3:20])[NH:1][C:2]=3[CH:3]=2)=[O:6])[CH:13]=[CH:12][C:11]=1[CH3:14], predict the reactants needed to synthesize it. The reactants are: [NH2:1][C:2]1[CH:3]=[C:4]([CH:16]=[CH:17][C:18]=1[NH2:19])[C:5]([NH:7][C:8]1[CH:13]=[CH:12][C:11]([CH3:14])=[C:10]([CH3:15])[CH:9]=1)=[O:6].[CH3:20][C:21]1[C:28]([CH3:29])=[CH:27][CH:26]=[CH:25][C:22]=1[CH:23]=O.C(S([O-])(=O)=O)(F)(F)F.C(S([O-])(=O)=O)(F)(F)F.C(S([O-])(=O)=O)(F)(F)F.[Yb+3]. (3) The reactants are: [OH:1][CH:2]1[CH2:7][CH2:6][NH:5][CH2:4][CH2:3]1.Cl[C:9]([CH3:13])([CH3:12])[C:10]#[CH:11]. Given the product [CH3:12][C:9]([N:5]1[CH2:6][CH2:7][CH:2]([OH:1])[CH2:3][CH2:4]1)([CH3:13])[C:10]#[CH:11], predict the reactants needed to synthesize it. (4) Given the product [N:14]1([C:20]2[S:22][CH:2]=[C:3]([C:5]3[CH:13]=[CH:12][C:8]([C:9]([OH:11])=[O:10])=[CH:7][CH:6]=3)[N:21]=2)[CH2:19][CH2:18][CH2:17][CH2:16][CH2:15]1, predict the reactants needed to synthesize it. The reactants are: Br[CH2:2][C:3]([C:5]1[CH:13]=[CH:12][C:8]([C:9]([OH:11])=[O:10])=[CH:7][CH:6]=1)=O.[N:14]1([C:20](=[S:22])[NH2:21])[CH2:19][CH2:18][CH2:17][CH2:16][CH2:15]1. (5) Given the product [OH:1][CH2:2][C:3]1[CH:4]=[CH:5][C:6]([O:7][CH2:8][CH:9]([OH:11])[CH3:10])=[CH:12][CH:13]=1, predict the reactants needed to synthesize it. The reactants are: [OH:1][CH2:2][C:3]1[CH:13]=[CH:12][C:6]([O:7][CH2:8][C:9](=[O:11])[CH3:10])=[CH:5][CH:4]=1.[BH4-].[Na+]. (6) Given the product [C:5]([OH:7])(=[O:6])[C:4]1[CH:8]=[CH:9][N:10]=[CH:2][CH:3]=1, predict the reactants needed to synthesize it. The reactants are: C[C:2]1[CH:3]=[C:4]([CH:8]=[C:9](CC(C)C)[N:10]=1)[C:5]([OH:7])=[O:6].C(B1OB(C(C)=C)OB(C(C)=C)O1)(C)=C. (7) Given the product [CH3:1][C:2]([CH2:6][CH2:7][CH2:8][CH2:9][CH3:10])=[CH:3][CH:4]=[O:5], predict the reactants needed to synthesize it. The reactants are: [CH3:1]/[C:2](/[CH2:6][CH2:7][CH2:8][CH2:9][CH3:10])=[CH:3]\[CH2:4][OH:5].C[N+]1([O-])CCOCC1.